From a dataset of Experimentally validated miRNA-target interactions with 360,000+ pairs, plus equal number of negative samples. Binary Classification. Given a miRNA mature sequence and a target amino acid sequence, predict their likelihood of interaction. (1) The miRNA is hsa-miR-365b-5p with sequence AGGGACUUUCAGGGGCAGCUGU. The protein sequence of the target gene is MPAPVGRRSPPSPRSSMAAVALRDSAQGMTFEDVAIYFSQEEWELLDESQRFLYCDVMLENFAHVTSLGYCHGMENEAIASEQSVSIQVRTSKGNTPTQKTHLSEIKMCVPVLKDILPAAEHQTTSPVQKSYLGSTSMRGFCFSADLHQHQKHYNEEEPWKRKVDEATFVTGCRFHVLNYFTCGEAFPAPTDLLQHEATPSGEEPHSSSSKHIQAFFNAKSYYKWGEYRKASSHKHTLVQHQSVCSEGGLYECSKCEKAFTCKNTLVQHQQIHTGQKMFECSECEESFSKKCHLILHKII.... Result: 1 (interaction). (2) The miRNA is hsa-miR-125a-3p with sequence ACAGGUGAGGUUCUUGGGAGCC. The protein sequence of the target gene is MDAIKKKMQMLKLDKENAIDRAEQAEADKKQAEDRCKQLEEEQQALQKKLKGTEDEVEKYSESVKEAQEKLEQAEKKATDAEADVASLNRRIQLVEEELDRAQERLATALQKLEEAEKAADESERGMKVIENRAMKDEEKMELQEMQLKEAKHIAEDSDRKYEEVARKLVILEGELERSEERAEVAESKCGDLEEELKIVTNNLKSLEAQADKYSTKEDKYEEEIKLLEEKLKEAETRAEFAERSVAKLEKTIDDLEDEVYAQKMKYKAISEELDNALNDITSL. Result: 1 (interaction). (3) The miRNA is mmu-miR-7018-5p with sequence GUGAGCAGACAGGGAGUGGUGGGG. The protein sequence of the target gene is MATFPPATSAPQQPPGPEDEDSSLDESDLYSLAHSYLGGGGRKGRTKREAAANTNRPSPGGHERKLVTKLQNSERKKRGARR. Result: 0 (no interaction). (4) The miRNA is hsa-miR-4446-3p with sequence CAGGGCUGGCAGUGACAUGGGU. The protein sequence of the target gene is MGKKVAIIGAGVSGLASIRSCLEEGLEPTCFEKSNDIGGLWKFSDHAEEGRASIYKSVFSNSSKEMMCFPDFPFPDDFPNFMHNSKIQEYIIAFAKEKNLLKYIQFKTFVSSVNKHPDFATTGQWDVTTERDGKKESAVFDAVMVCSGHHVYPNLPKESFPGLNHFKGKCFHSRDYKEPGVFNGKRVLVVGLGNSGCDIATELSRTAEQVMISSRSGSWVMSRVWDNGYPWDMLLVTRFGTFLKNNLPTAISDWLYVKQMNARFKHENYGLMPLNGVLRKEPVFNDELPASILCGIVSVK.... Result: 0 (no interaction). (5) The miRNA is hsa-miR-548au-5p with sequence AAAAGUAAUUGCGGUUUUUGC. The protein sequence of the target gene is MTASVLLHPRWIEPTVMFLYDNGGGLVADELNKNMEGAAAAAAAAAAAAAAGAGGGGFPHPAAAAAGGNFSVAAAAAAAAAAAANQCRNLMAHPAPLAPGAASAYSSAPGEAPPSAAAAAAAAAAAAAAAAAASSSGGPGPAGPAGAEAAKQCSPCSAAAQSSSGPAALPYGYFGSGYYPCARMGPHPNAIKSCAQPASAAAAAAFADKYMDTAGPAAEEFSSRAKEFAFYHQGYAAGPYHHHQPMPGYLDMPVVPGLGGPGESRHEPLGLPMESYQPWALPNGWNGQMYCPKEQAQPPH.... Result: 1 (interaction). (6) The miRNA is hsa-miR-520a-3p with sequence AAAGUGCUUCCCUUUGGACUGU. The protein sequence of the target gene is MASDLESSLTSIDWLPQLTLRATIEKLGSASQAGPPGSSRKCSPGSPTDPNATLSKDEAAVHQDGKPRYSYATLITYAINSSPAKKMTLSEIYRWICDNFPYYKNAGIGWKNSIRHNLSLNKCFRKVPRPRDDPGKGSYWTIDTCPDISRKRRHPPDDDLSQDSPEQEASKSPRGGVAGSGEASLPPEGNPQMSLQSPTSIASYSQGTGSVDGGAVAAGASGRESAEGPPPLYNTNHDFKFSYSEINFQDLSWSFRNLYKSMLEKSSSSSQHGFSSLLGDIPPSNNYYMYQQQQPPPPQQ.... Result: 1 (interaction).